From a dataset of Full USPTO retrosynthesis dataset with 1.9M reactions from patents (1976-2016). Predict the reactants needed to synthesize the given product. (1) Given the product [CH2:1]([O:3][C:4](=[O:45])[CH:5]([C:23]1[N:24]([CH3:47])[C:25]2[C:30]([C:31]=1[S:32][C:33]([CH3:36])([CH3:35])[CH3:34])=[CH:29][C:28]([CH2:37][O:38][C:39]1[CH:44]=[CH:43][CH:42]=[CH:41][N:40]=1)=[CH:27][CH:26]=2)[CH2:6][C:7]1[CH:8]=[CH:9][C:10]([C:13]2[CH:18]=[CH:17][C:16]([C:19]([F:21])([F:22])[F:20])=[CH:15][N:14]=2)=[CH:11][CH:12]=1)[CH3:2], predict the reactants needed to synthesize it. The reactants are: [CH2:1]([O:3][C:4](=[O:45])[CH:5]([C:23]1[NH:24][C:25]2[C:30]([C:31]=1[S:32][C:33]([CH3:36])([CH3:35])[CH3:34])=[CH:29][C:28]([CH2:37][O:38][C:39]1[CH:44]=[CH:43][CH:42]=[CH:41][N:40]=1)=[CH:27][CH:26]=2)[CH2:6][C:7]1[CH:12]=[CH:11][C:10]([C:13]2[CH:18]=[CH:17][C:16]([C:19]([F:22])([F:21])[F:20])=[CH:15][N:14]=2)=[CH:9][CH:8]=1)[CH3:2].I[CH3:47]. (2) Given the product [NH2:27][C:24]1[CH:23]=[CH:22][C:21]([O:20][C:18]([CH2:17][CH2:16][CH2:15][CH2:14][CH2:13][CH2:12][CH2:11][CH:10]=[CH:9][CH2:8][CH:7]([O:30][C:31](=[O:41])[C:32]2[CH:37]=[CH:36][C:35]([NH2:38])=[CH:34][CH:33]=2)[CH2:1][CH2:2][CH2:3][CH2:4][CH2:5][CH3:6])=[O:19])=[CH:26][CH:25]=1, predict the reactants needed to synthesize it. The reactants are: [CH2:1]([CH:7]([O:30][C:31](=[O:41])[C:32]1[CH:37]=[CH:36][C:35]([N+:38]([O-])=O)=[CH:34][CH:33]=1)[CH2:8][CH:9]=[CH:10][CH2:11][CH2:12][CH2:13][CH2:14][CH2:15][CH2:16][CH2:17][C:18]([O:20][C:21]1[CH:26]=[CH:25][C:24]([N+:27]([O-])=O)=[CH:23][CH:22]=1)=[O:19])[CH2:2][CH2:3][CH2:4][CH2:5][CH3:6].